Dataset: Catalyst prediction with 721,799 reactions and 888 catalyst types from USPTO. Task: Predict which catalyst facilitates the given reaction. (1) Reactant: O.[OH-].[Li+].C([O:6][C:7]([C:9]1[C:10]([S:24][CH2:25][CH3:26])=[N:11][C:12]2[C:17]([C:18]=1[CH3:19])=[CH:16][CH:15]=[C:14]([C:20]([CH3:23])([CH3:22])[CH3:21])[CH:13]=2)=[O:8])C.C1COCC1.CO. Product: [C:20]([C:14]1[CH:13]=[C:12]2[C:17]([C:18]([CH3:19])=[C:9]([C:7]([OH:8])=[O:6])[C:10]([S:24][CH2:25][CH3:26])=[N:11]2)=[CH:16][CH:15]=1)([CH3:23])([CH3:21])[CH3:22]. The catalyst class is: 6. (2) Reactant: [C:1]([C:3]1[CH:8]=[CH:7][CH:6]=[CH:5][C:4]=1[S:9]([N:12]1[C:16]([C:17]2[C:18]([F:23])=[N:19][CH:20]=[CH:21][CH:22]=2)=[C:15]([F:24])[C:14]([CH2:25][N:26](C)[C:27](=O)OC(C)(C)C)=[CH:13]1)(=[O:11])=[O:10])#[N:2].C(OCC)(=O)C.[ClH:41]. Product: [ClH:41].[F:24][C:15]1[C:14]([CH2:25][NH:26][CH3:27])=[CH:13][N:12]([S:9]([C:4]2[CH:5]=[CH:6][CH:7]=[CH:8][C:3]=2[C:1]#[N:2])(=[O:11])=[O:10])[C:16]=1[C:17]1[C:18]([F:23])=[N:19][CH:20]=[CH:21][CH:22]=1. The catalyst class is: 336. (3) Reactant: [Cl:1][C:2]1[CH:7]=[CH:6][C:5]([CH:8]([C:14]([C:16]2[CH:21]=[CH:20][C:19]([S:22][CH3:23])=[CH:18][CH:17]=2)=O)[CH2:9][C:10]([O:12]C)=O)=[CH:4][CH:3]=1.Cl.Cl.[CH2:26]([NH:33][NH2:34])[C:27]1[CH:32]=[CH:31][CH:30]=[CH:29][CH:28]=1.C([O-])(=O)C.[Na+]. Product: [CH2:26]([N:33]1[C:10](=[O:12])[CH2:9][CH:8]([C:5]2[CH:4]=[CH:3][C:2]([Cl:1])=[CH:7][CH:6]=2)[C:14]([C:16]2[CH:21]=[CH:20][C:19]([S:22][CH3:23])=[CH:18][CH:17]=2)=[N:34]1)[C:27]1[CH:32]=[CH:31][CH:30]=[CH:29][CH:28]=1. The catalyst class is: 8. (4) The catalyst class is: 6. Product: [CH3:43][S:39]([CH2:3][CH2:4][NH:5][C:6]([C:8]1[C:17](=[O:18])[C:16]2[C:11](=[N:12][CH:13]=[CH:14][CH:15]=2)[N:10]([C:19]2[CH:20]=[C:21]([C:25]3[CH:26]=[CH:27][C:28]([CH:31]4[CH2:33][CH:32]4[C:34]([OH:36])=[O:35])=[CH:29][CH:30]=3)[CH:22]=[CH:23][CH:24]=2)[CH:9]=1)=[O:7])(=[O:41])=[O:38]. Reactant: CS[CH2:3][CH2:4][NH:5][C:6]([C:8]1[C:17](=[O:18])[C:16]2[C:11](=[N:12][CH:13]=[CH:14][CH:15]=2)[N:10]([C:19]2[CH:20]=[C:21]([C:25]3[CH:30]=[CH:29][C:28]([C@@H:31]4[CH2:33][C@H:32]4[C:34]([OH:36])=[O:35])=[CH:27][CH:26]=3)[CH:22]=[CH:23][CH:24]=2)[CH:9]=1)=[O:7].O[O:38][S:39]([O-:41])=O.[K+].[CH2:43]1COCC1.CO.O. (5) Reactant: [NH2:1][C:2]1[CH:3]=[CH:4][C:5]([O:8][CH3:9])=[N:6][CH:7]=1.Cl[C:11]1[C:20]([C:21]2[N:29]=[C:28]([CH3:30])[N:27]=[C:26]3[C:22]=2[N:23]=[CH:24][N:25]3[CH:31]2[CH2:36][CH2:35][CH2:34][CH2:33][O:32]2)=[CH:19][C:18]2[C:13](=[CH:14][CH:15]=[CH:16][CH:17]=2)[N:12]=1.[Li+].C[Si]([N-][Si](C)(C)C)(C)C. Product: [CH3:9][O:8][C:5]1[N:6]=[CH:7][C:2]([NH:1][C:11]2[C:20]([C:21]3[N:29]=[C:28]([CH3:30])[N:27]=[C:26]4[C:22]=3[N:23]=[CH:24][N:25]4[CH:31]3[CH2:36][CH2:35][CH2:34][CH2:33][O:32]3)=[CH:19][C:18]3[C:13](=[CH:14][CH:15]=[CH:16][CH:17]=3)[N:12]=2)=[CH:3][CH:4]=1. The catalyst class is: 12. (6) Reactant: [Cl-].[Cl:2][C:3]1[CH:28]=[CH:27][C:6]([CH2:7][P+](C2C=CC=CC=2)(C2C=CC=CC=2)C2C=CC=CC=2)=[CH:5][CH:4]=1.[H-].[Na+].[Br:31][C:32]1[CH:33]=[C:34]([CH:37]=O)[S:35][CH:36]=1. Product: [Br:31][C:32]1[CH:33]=[C:34]([CH:37]=[CH:7][C:6]2[CH:5]=[CH:4][C:3]([Cl:2])=[CH:28][CH:27]=2)[S:35][CH:36]=1. The catalyst class is: 3. (7) Reactant: [CH2:1]([C:8]1([N:15]([CH3:17])[CH3:16])[CH2:13][CH2:12][CH:11]([OH:14])[CH2:10][CH2:9]1)[C:2]1[CH:7]=[CH:6][CH:5]=[CH:4][CH:3]=1.CC(C)([O-])C.[K+].[F:24][C:25]1[CH:26]=[C:27]([CH:30]=[CH:31][CH:32]=1)[CH2:28]Cl. Product: [CH2:1]([C:8]1([N:15]([CH3:16])[CH3:17])[CH2:13][CH2:12][CH:11]([O:14][CH2:28][C:27]2[CH:30]=[CH:31][CH:32]=[C:25]([F:24])[CH:26]=2)[CH2:10][CH2:9]1)[C:2]1[CH:7]=[CH:6][CH:5]=[CH:4][CH:3]=1. The catalyst class is: 9. (8) Reactant: [NH2:1][C:2]1[C:3]([N+:13]([O-:15])=[O:14])=[C:4]([CH:10]=[CH:11][CH:12]=1)[C:5]([O:7][CH2:8][CH3:9])=[O:6].CO[CH:18]1[CH2:22][CH2:21][CH:20](OC)O1. Product: [N+:13]([C:3]1[C:2]([N:1]2[CH:18]=[CH:22][CH:21]=[CH:20]2)=[CH:12][CH:11]=[CH:10][C:4]=1[C:5]([O:7][CH2:8][CH3:9])=[O:6])([O-:15])=[O:14]. The catalyst class is: 15. (9) Reactant: [CH2:1]([O:3][C:4](=[O:18])[CH2:5][O:6][C:7]1[CH:12]=[CH:11][C:10]([S:13]C(=O)C)=[CH:9][C:8]=1[CH3:17])[CH3:2].N1CCCC1. Product: [CH2:1]([O:3][C:4](=[O:18])[CH2:5][O:6][C:7]1[CH:12]=[CH:11][C:10]([SH:13])=[CH:9][C:8]=1[CH3:17])[CH3:2]. The catalyst class is: 8.